Dataset: Full USPTO retrosynthesis dataset with 1.9M reactions from patents (1976-2016). Task: Predict the reactants needed to synthesize the given product. (1) Given the product [NH2:20][C:10]1[C:9]2[N:8]=[C:7]([CH2:21][O:22][CH2:23][CH3:24])[N:6]([CH2:5][CH2:4][CH2:3][CH2:2][NH:1][C:29]([NH:28][CH:25]([CH3:27])[CH3:26])=[O:30])[C:18]=2[C:17]2[CH:16]=[CH:15][C:14]([Br:19])=[CH:13][C:12]=2[N:11]=1, predict the reactants needed to synthesize it. The reactants are: [NH2:1][CH2:2][CH2:3][CH2:4][CH2:5][N:6]1[C:18]2[C:17]3[CH:16]=[CH:15][C:14]([Br:19])=[CH:13][C:12]=3[N:11]=[C:10]([NH2:20])[C:9]=2[N:8]=[C:7]1[CH2:21][O:22][CH2:23][CH3:24].[CH:25]([N:28]=[C:29]=[O:30])([CH3:27])[CH3:26]. (2) Given the product [C:26]1([CH3:36])[CH:27]=[CH:28][C:29]([S:32]([OH:35])(=[O:33])=[O:34])=[CH:30][CH:31]=1.[Cl:1][C:2]1[CH:3]=[C:4]2[C:8](=[CH:9][CH:10]=1)[NH:7][C:6]([C:11]([NH:13][NH:14][C:15](=[O:24])[C:16]1[CH:21]=[CH:20][C:19]([F:22])=[CH:18][C:17]=1[NH2:23])=[O:12])=[CH:5]2, predict the reactants needed to synthesize it. The reactants are: [Cl:1][C:2]1[CH:3]=[C:4]2[C:8](=[CH:9][CH:10]=1)[NH:7][C:6]([C:11]([NH:13][NH:14][C:15](=[O:24])[C:16]1[CH:21]=[CH:20][C:19]([F:22])=[CH:18][C:17]=1[NH2:23])=[O:12])=[CH:5]2.O.[C:26]1([CH3:36])[CH:31]=[CH:30][C:29]([S:32]([OH:35])(=[O:34])=[O:33])=[CH:28][CH:27]=1.CO. (3) Given the product [Br:1][C:2]1[CH:3]=[CH:4][C:5]([OH:33])=[C:6]([C:8]([CH3:32])([CH3:31])[CH2:9][C:10]([OH:30])([C:26]([F:27])([F:29])[F:28])[C:11]([NH:13][C:14]2[CH:15]=[CH:16][C:17]3[C:22](=[O:23])[O:21][N:20]=[C:19]([CH3:24])[C:18]=3[CH:25]=2)=[O:12])[CH:7]=1, predict the reactants needed to synthesize it. The reactants are: [Br:1][C:2]1[CH:3]=[CH:4][C:5]([O:33]C)=[C:6]([C:8]([CH3:32])([CH3:31])[CH2:9][C:10]([OH:30])([C:26]([F:29])([F:28])[F:27])[C:11]([NH:13][C:14]2[CH:15]=[CH:16][C:17]3[C:22](=[O:23])[O:21][N:20]=[C:19]([CH3:24])[C:18]=3[CH:25]=2)=[O:12])[CH:7]=1.C(OCC)(=O)C.C(=O)(O)[O-].[Na+]. (4) Given the product [Br:1][C:2]1[CH:3]=[CH:4][C:5]([F:25])=[C:6]([C:8]([C:10]2[CH:15]=[C:14]([CH:16]([CH3:17])[CH3:18])[CH:13]=[C:12]([CH:19]([CH3:20])[CH3:21])[C:11]=2[O:22][CH2:23][CH3:24])=[O:9])[CH:7]=1, predict the reactants needed to synthesize it. The reactants are: [Br:1][C:2]1[CH:3]=[CH:4][C:5]([F:25])=[C:6]([CH:8]([C:10]2[CH:15]=[C:14]([CH:16]([CH3:18])[CH3:17])[CH:13]=[C:12]([CH:19]([CH3:21])[CH3:20])[C:11]=2[O:22][CH2:23][CH3:24])[OH:9])[CH:7]=1.[Cr](Cl)([O-])(=O)=O.[NH+]1C=CC=CC=1. (5) Given the product [OH:4][C:5]1[C:6]([C:11]([F:12])([F:13])[F:14])=[CH:7][CH:8]=[CH:9][C:10]=1[CH:28]=[O:29], predict the reactants needed to synthesize it. The reactants are: COC[O:4][C:5]1[CH:10]=[CH:9][CH:8]=[CH:7][C:6]=1[C:11]([F:14])([F:13])[F:12].C([Li])CCC.CCCCCC.CN(C)[CH:28]=[O:29].Cl. (6) Given the product [CH3:26][O:27][C:28](=[O:37])[C:29]1[CH:34]=[CH:33][C:32]([CH2:35][N:7]2[CH2:6][CH:5]3[CH:4]([CH2:3][N:2]([CH2:9][C:10]4[CH:11]=[CH:12][C:13]([O:14][C:15]5[S:16][C:17]6[CH:23]=[CH:22][CH:21]=[CH:20][C:18]=6[N:19]=5)=[CH:24][CH:25]=4)[CH2:1]3)[CH2:8]2)=[CH:31][CH:30]=1, predict the reactants needed to synthesize it. The reactants are: [CH2:1]1[CH:5]2[CH2:6][NH:7][CH2:8][CH:4]2[CH2:3][N:2]1[CH2:9][C:10]1[CH:25]=[CH:24][C:13]([O:14][C:15]2[S:16][C:17]3[CH:23]=[CH:22][CH:21]=[CH:20][C:18]=3[N:19]=2)=[CH:12][CH:11]=1.[CH3:26][O:27][C:28](=[O:37])[C:29]1[CH:34]=[CH:33][C:32]([CH:35]=O)=[CH:31][CH:30]=1.C(O)(=O)C.C(O[BH-](OC(=O)C)OC(=O)C)(=O)C.[Na+]. (7) Given the product [OH:36][C:33]1[CH:34]=[CH:35][C:30]([C:7]2[CH:8]=[C:9]3[C:13](=[CH:14][CH:15]=2)[CH:12]([C:16]([O:18][CH3:19])=[O:17])[CH2:11][CH2:10]3)=[CH:31][CH:32]=1, predict the reactants needed to synthesize it. The reactants are: FC(F)(F)S(O[C:7]1[CH:8]=[C:9]2[C:13](=[CH:14][CH:15]=1)[CH:12]([C:16]([O:18][CH3:19])=[O:17])[CH2:11][CH2:10]2)(=O)=O.CC1(C)C(C)(C)OB([C:30]2[CH:35]=[CH:34][C:33]([OH:36])=[CH:32][CH:31]=2)O1.C1(P(C2C=CC=CC=2)C2C=CC=CC=2)C=CC=CC=1.P([O-])([O-])([O-])=O.[K+].[K+].[K+].O.